This data is from Full USPTO retrosynthesis dataset with 1.9M reactions from patents (1976-2016). The task is: Predict the reactants needed to synthesize the given product. (1) Given the product [Br:8][C:6]1[CH:5]=[CH:4][C:3]2[NH:9][C:10]([C@@H:12]([NH:17][C:18](=[O:24])[O:19][C:20]([CH3:23])([CH3:22])[CH3:21])[C@H:13]([O:15][CH3:16])[CH3:14])=[N:1][C:2]=2[CH:7]=1, predict the reactants needed to synthesize it. The reactants are: [NH2:1][C:2]1[CH:7]=[C:6]([Br:8])[CH:5]=[CH:4][C:3]=1[NH:9][C:10]([C@@H:12]([NH:17][C:18](=[O:24])[O:19][C:20]([CH3:23])([CH3:22])[CH3:21])[C@H:13]([O:15][CH3:16])[CH3:14])=O.O1CCOCC1. (2) The reactants are: [CH3:1][C:2]1[O:3][C:4]([C:7]2[CH:8]=[CH:9][C:10]3[O:14][CH:13]=[C:12]([C:15]4[CH:16]=[N:17][NH:18][CH:19]=4)[C:11]=3[CH:20]=2)=[N:5][N:6]=1.Br[CH2:22][C:23]1[CH:30]=[CH:29][CH:28]=[CH:27][C:24]=1[C:25]#[N:26]. Given the product [CH3:1][C:2]1[O:3][C:4]([C:7]2[CH:8]=[CH:9][C:10]3[O:14][CH:13]=[C:12]([C:15]4[CH:19]=[N:18][N:17]([CH2:22][C:23]5[CH:30]=[CH:29][CH:28]=[CH:27][C:24]=5[C:25]#[N:26])[CH:16]=4)[C:11]=3[CH:20]=2)=[N:5][N:6]=1, predict the reactants needed to synthesize it. (3) Given the product [N:19]1[N:20]([C:24]2[CH:41]=[CH:40][CH:39]=[CH:38][C:25]=2[C:26]([N:28]2[C@H:33]([CH3:34])[CH2:32][CH2:31][CH:30]([C:35]3[S:37][C:5]([C:6]([O:8][CH2:9][CH3:10])=[O:7])=[CH:4][N:36]=3)[CH2:29]2)=[O:27])[N:21]=[CH:22][CH:23]=1, predict the reactants needed to synthesize it. The reactants are: C(O[CH:4]=[CH:5][C:6]([O:8][CH2:9][CH3:10])=[O:7])C.C1C(=O)N(Br)C(=O)C1.[N:19]1[N:20]([C:24]2[CH:41]=[CH:40][CH:39]=[CH:38][C:25]=2[C:26]([N:28]2[C@H:33]([CH3:34])[CH2:32][CH2:31][C@@H:30]([C:35](=[S:37])[NH2:36])[CH2:29]2)=[O:27])[N:21]=[CH:22][CH:23]=1. (4) Given the product [C:38]([C:42]1[N:46]([CH2:47][CH:48]2[CH2:49][CH2:50][O:51][CH2:52][CH2:53]2)[C:45]2[CH:54]=[CH:55][C:56]([S:58]([N:61]3[CH:65]=[C:64]([C:66]([NH:4][CH2:1][CH2:2][CH3:3])=[O:67])[CH:63]=[N:62]3)(=[O:60])=[O:59])=[CH:57][C:44]=2[N:43]=1)([CH3:39])([CH3:40])[CH3:41], predict the reactants needed to synthesize it. The reactants are: [CH2:1]([NH2:4])[CH2:2][CH3:3].CN(C(ON1N=NC2C=CC=NC1=2)=[N+](C)C)C.F[P-](F)(F)(F)(F)F.CCN(C(C)C)C(C)C.[C:38]([C:42]1[N:46]([CH2:47][CH:48]2[CH2:53][CH2:52][O:51][CH2:50][CH2:49]2)[C:45]2[CH:54]=[CH:55][C:56]([S:58]([N:61]3[CH:65]=[C:64]([C:66](O)=[O:67])[CH:63]=[N:62]3)(=[O:60])=[O:59])=[CH:57][C:44]=2[N:43]=1)([CH3:41])([CH3:40])[CH3:39].